Dataset: Full USPTO retrosynthesis dataset with 1.9M reactions from patents (1976-2016). Task: Predict the reactants needed to synthesize the given product. (1) Given the product [CH:7]([C:8]1[C:17]([CH3:18])=[CH:16][C:11]2[C:12](=[O:15])[O:13][CH2:14][C:10]=2[CH:9]=1)=[CH2:6], predict the reactants needed to synthesize it. The reactants are: CS(O[CH2:6][CH2:7][C:8]1[C:17]([CH3:18])=[CH:16][C:11]2[C:12](=[O:15])[O:13][CH2:14][C:10]=2[CH:9]=1)(=O)=O.C1CCN2C(=NCCC2)CC1. (2) Given the product [CH3:1][O:2][C:3]1[C:12]([NH:13][C:14]([N:34]2[CH2:35][CH2:36][N:31]([C:26]3[CH:27]=[C:28]([CH3:30])[CH:29]=[C:24]([CH3:23])[CH:25]=3)[CH2:32][CH2:33]2)=[O:18])=[N:11][C:10]2[C:5](=[CH:6][C:7]([O:21][CH3:22])=[C:8]([O:19][CH3:20])[CH:9]=2)[N:4]=1, predict the reactants needed to synthesize it. The reactants are: [CH3:1][O:2][C:3]1[C:12]([NH:13][C:14](=[O:18])OCC)=[N:11][C:10]2[C:5](=[CH:6][C:7]([O:21][CH3:22])=[C:8]([O:19][CH3:20])[CH:9]=2)[N:4]=1.[CH3:23][C:24]1[CH:25]=[C:26]([N:31]2[CH2:36][CH2:35][NH:34][CH2:33][CH2:32]2)[CH:27]=[C:28]([CH3:30])[CH:29]=1. (3) The reactants are: [Cl:1][C:2]1[N:6]([CH3:7])[N:5]=[C:4]([C:8]([F:11])([F:10])[F:9])[C:3]=1[CH:12]=[O:13].[BH4-].[Na+].O.C(OCC)(=O)C. Given the product [Cl:1][C:2]1[N:6]([CH3:7])[N:5]=[C:4]([C:8]([F:10])([F:9])[F:11])[C:3]=1[CH2:12][OH:13], predict the reactants needed to synthesize it. (4) Given the product [F:1][C:2]1[CH:3]=[C:4]([C:8]2[C@:9]3([CH2:25][CH2:24][C@H:23]4[C@@H:14]([CH2:15][CH2:16][C:17]5[CH:18]=[C:19]([C:26]([NH:29][CH2:30][C@@H:31]([OH:33])[CH3:32])=[O:28])[CH:20]=[CH:21][C:22]=54)[C@@H:11]3[CH2:12][CH:13]=2)[CH3:10])[CH:5]=[N:6][CH:7]=1, predict the reactants needed to synthesize it. The reactants are: [F:1][C:2]1[CH:3]=[C:4]([C:8]2[C@:9]3([CH2:25][CH2:24][C@H:23]4[C@@H:14]([CH2:15][CH2:16][C:17]5[CH:18]=[C:19]([C:26]([OH:28])=O)[CH:20]=[CH:21][C:22]=54)[C@@H:11]3[CH2:12][CH:13]=2)[CH3:10])[CH:5]=[N:6][CH:7]=1.[NH2:29][CH2:30][C@@H:31]([OH:33])[CH3:32]. (5) Given the product [Br:1][C:2]1[CH:3]=[C:4]([O:11][CH3:12])[C:5]([OH:10])=[C:6]([CH2:7][OH:8])[CH:9]=1, predict the reactants needed to synthesize it. The reactants are: [Br:1][C:2]1[CH:3]=[C:4]([O:11][CH3:12])[C:5]([OH:10])=[C:6]([CH:9]=1)[CH:7]=[O:8].C(O)C.[BH4-].[Na+].Cl. (6) Given the product [C:9]([O:12][C:3]1[CH:4]=[N+:5]([O-:8])[CH:6]=[CH:7][C:2]=1[CH3:1])(=[O:11])[CH3:10], predict the reactants needed to synthesize it. The reactants are: [CH3:1][C:2]1[CH:7]=[CH:6][N+:5]([O-:8])=[CH:4][CH:3]=1.[C:9]([O:12]C(=O)C)(=[O:11])[CH3:10]. (7) Given the product [CH2:24]([C:21]1[CH:22]=[CH:23][C:18]([O:17][CH2:16][CH2:15][CH2:14][O:13][C:10]2[CH:9]=[CH:8][C:7]([CH2:6][C@H:5]([O:31][CH2:32][CH3:33])[C:4]([OH:34])=[O:3])=[CH:12][CH:11]=2)=[CH:19][CH:20]=1)[C:25]1[CH:30]=[CH:29][CH:28]=[CH:27][CH:26]=1, predict the reactants needed to synthesize it. The reactants are: C([O:3][C:4](=[O:34])[C@@H:5]([O:31][CH2:32][CH3:33])[CH2:6][C:7]1[CH:12]=[CH:11][C:10]([O:13][CH2:14][CH2:15][CH2:16][O:17][C:18]2[CH:23]=[CH:22][C:21]([CH2:24][C:25]3[CH:30]=[CH:29][CH:28]=[CH:27][CH:26]=3)=[CH:20][CH:19]=2)=[CH:9][CH:8]=1)C.[Li+].[OH-].